Dataset: Catalyst prediction with 721,799 reactions and 888 catalyst types from USPTO. Task: Predict which catalyst facilitates the given reaction. (1) The catalyst class is: 487. Product: [O:82]=[C:79]1[C:80]2[C:76](=[CH:75][CH:74]=[C:73]([C:24]([NH:11][C@@H:10]([C:7]3[CH:6]=[CH:5][C:4]([C:3]([F:22])([F:2])[F:23])=[CH:9][CH:8]=3)[C:12]3[C:17]([C:18]([F:21])([F:19])[F:20])=[CH:16][CH:15]=[CH:14][N:13]=3)=[O:27])[CH:81]=2)[CH2:77][NH:78]1. Reactant: Cl.[F:2][C:3]([F:23])([F:22])[C:4]1[CH:9]=[CH:8][C:7]([C@@H:10]([C:12]2[C:17]([C:18]([F:21])([F:20])[F:19])=[CH:16][CH:15]=[CH:14][N:13]=2)[NH2:11])=[CH:6][CH:5]=1.[C:24](=[O:27])([O-])[O-].[Na+].[Na+].C1(P(C2C=CC=CC=2)C2C3OC4C(=CC=CC=4P(C4C=CC=CC=4)C4C=CC=CC=4)C(C)(C)C=3C=CC=2)C=CC=CC=1.Br[C:73]1[CH:81]=[C:80]2[C:76]([CH2:77][NH:78][C:79]2=[O:82])=[CH:75][CH:74]=1. (2) Reactant: [Br:1][C:2]1[CH:3]=[CH:4][C:5]([N:8]2[CH:12]=[C:11]([CH:13]=[O:14])[N:10]=[CH:9]2)=[N:6][CH:7]=1.[BH4-].[Na+]. Product: [Br:1][C:2]1[CH:3]=[CH:4][C:5]([N:8]2[CH:12]=[C:11]([CH2:13][OH:14])[N:10]=[CH:9]2)=[N:6][CH:7]=1. The catalyst class is: 5. (3) Reactant: C([O:8][CH2:9][CH2:10][O:11][C:12]1[CH:17]=[CH:16][C:15]([CH2:18][CH2:19][Br:20])=[CH:14][CH:13]=1)C1C=CC=CC=1. Product: [Br:20][CH2:19][CH2:18][C:15]1[CH:16]=[CH:17][C:12]([O:11][CH2:10][CH2:9][OH:8])=[CH:13][CH:14]=1. The catalyst class is: 591. (4) Reactant: [CH2:1]([C:3]1[CH:8]=[CH:7][C:6]([OH:9])=[CH:5][C:4]=1[CH:10]1[C:15](=[O:16])[C:14]([CH3:18])([CH3:17])[O:13][C:12]([CH3:20])([CH3:19])[C:11]1=[O:21])[CH3:2].F[C:23]1[CH:28]=[CH:27][CH:26]=[C:25]([C:29]([F:32])([F:31])[F:30])[N:24]=1.C(=O)([O-])[O-].[K+].[K+].Cl. Product: [CH2:1]([C:3]1[CH:8]=[CH:7][C:6]([O:9][C:23]2[CH:28]=[CH:27][CH:26]=[C:25]([C:29]([F:32])([F:31])[F:30])[N:24]=2)=[CH:5][C:4]=1[CH:10]1[C:15](=[O:16])[C:14]([CH3:18])([CH3:17])[O:13][C:12]([CH3:20])([CH3:19])[C:11]1=[O:21])[CH3:2]. The catalyst class is: 204. (5) Reactant: F[C:2]1[C:11]([CH3:12])=[CH:10][C:5]([C:6]([O:8]C)=[O:7])=[CH:4][N:3]=1.Cl.[F:14][C:15]1([F:21])[CH2:20][CH2:19][NH:18][CH2:17][CH2:16]1.C(=O)([O-])[O-].[Cs+].[Cs+].[OH-].[Na+].Cl. Product: [F:14][C:15]1([F:21])[CH2:20][CH2:19][N:18]([C:2]2[C:11]([CH3:12])=[CH:10][C:5]([C:6]([OH:8])=[O:7])=[CH:4][N:3]=2)[CH2:17][CH2:16]1. The catalyst class is: 121. (6) Reactant: [CH3:1][O:2][C:3]1[CH:22]=[C:21]([C:23]([O:25]C)=[O:24])[CH:20]=[CH:19][C:4]=1[NH:5][CH:6]1[CH2:11][CH2:10][N:9]([C:12]([O:14][C:15]([CH3:18])([CH3:17])[CH3:16])=[O:13])[CH2:8][CH2:7]1. Product: [CH3:1][O:2][C:3]1[CH:22]=[C:21]([CH:20]=[CH:19][C:4]=1[NH:5][CH:6]1[CH2:11][CH2:10][N:9]([C:12]([O:14][C:15]([CH3:18])([CH3:17])[CH3:16])=[O:13])[CH2:8][CH2:7]1)[C:23]([OH:25])=[O:24]. The catalyst class is: 5.